This data is from Reaction yield outcomes from USPTO patents with 853,638 reactions. The task is: Predict the reaction yield, written as a fraction of the theoretical maximum amount of product (1.0 means a 100% yield; for example, 0.34 means a 34% yield). (1) The reactants are C[O:2][C:3](=[O:27])/[C:4](/[C:11]1[CH:16]=[CH:15][C:14]([N:17]2[C:21]([CH3:22])=[N:20][N:19]=[N:18]2)=[C:13]([C:23]([F:26])([F:25])[F:24])[CH:12]=1)=[CH:5]/[CH:6]1[CH2:10][CH2:9][CH2:8][CH2:7]1.[OH-].[Na+]. The catalyst is C(O)C. The product is [CH:6]1(/[CH:5]=[C:4](\[C:11]2[CH:16]=[CH:15][C:14]([N:17]3[C:21]([CH3:22])=[N:20][N:19]=[N:18]3)=[C:13]([C:23]([F:24])([F:26])[F:25])[CH:12]=2)/[C:3]([OH:27])=[O:2])[CH2:10][CH2:9][CH2:8][CH2:7]1. The yield is 0.900. (2) The reactants are [F:1][C:2]1[CH:7]=[CH:6][C:5]([N:8]2[CH2:13][CH2:12][N:11]([CH2:14][CH2:15][CH2:16][N:17]3[CH2:22][C:21](=[O:23])[C:20]4[N:24]([CH3:27])[CH:25]=[CH:26][C:19]=4[S:18]3(=[O:29])=[O:28])[CH2:10][CH2:9]2)=[CH:4][CH:3]=1.[BH4-].[Na+].O. The yield is 0.850. The catalyst is C(O)C. The product is [F:1][C:2]1[CH:3]=[CH:4][C:5]([N:8]2[CH2:13][CH2:12][N:11]([CH2:14][CH2:15][CH2:16][N:17]3[CH2:22][CH:21]([OH:23])[C:20]4[N:24]([CH3:27])[CH:25]=[CH:26][C:19]=4[S:18]3(=[O:29])=[O:28])[CH2:10][CH2:9]2)=[CH:6][CH:7]=1. (3) The reactants are Cl.[CH3:2][C:3]1[C:7]([CH2:8][N:9]2[CH:13]=[C:12]([NH2:14])[CH:11]=[N:10]2)=[C:6]([CH3:15])[O:5][N:4]=1.[N:16]1[CH:21]=[CH:20][CH:19]=[CH:18][C:17]=1[C:22](O)=[O:23].C1C=CC2N(O)N=NC=2C=1.C(N(CC)CC)C.C(Cl)CCl. The catalyst is C(Cl)Cl. The product is [CH3:2][C:3]1[C:7]([CH2:8][N:9]2[CH:13]=[C:12]([NH:14][C:22](=[O:23])[C:17]3[CH:18]=[CH:19][CH:20]=[CH:21][N:16]=3)[CH:11]=[N:10]2)=[C:6]([CH3:15])[O:5][N:4]=1. The yield is 0.600. (4) The yield is 0.590. The reactants are C([N:8]1[CH2:13][CH2:12][CH:11]([O:14][CH:15]([C:24]2[CH:29]=[CH:28][C:27]([Cl:30])=[CH:26][CH:25]=2)[C:16]2[CH:21]=[CH:20][C:19]([Cl:22])=[CH:18][C:17]=2[Cl:23])[CH2:10][CH2:9]1)C1C=CC=CC=1.ClC(OC(Cl)C)=O. The product is [Cl:23][C:17]1[CH:18]=[C:19]([Cl:22])[CH:20]=[CH:21][C:16]=1[CH:15]([O:14][CH:11]1[CH2:10][CH2:9][NH:8][CH2:13][CH2:12]1)[C:24]1[CH:29]=[CH:28][C:27]([Cl:30])=[CH:26][CH:25]=1. The catalyst is ClCCCl.